Dataset: Reaction yield outcomes from USPTO patents with 853,638 reactions. Task: Predict the reaction yield, written as a fraction of the theoretical maximum amount of product (1.0 means a 100% yield; for example, 0.34 means a 34% yield). (1) The reactants are Cl.Cl.[CH3:3][C@H:4]1[CH2:8][CH2:7][CH2:6][N:5]1[C@H:9]1[CH2:13][CH2:12][NH:11][CH2:10]1.Cl[C:15]1[CH:16]=[CH:17][C:18]([N+:21]([O-:23])=[O:22])=[N:19][CH:20]=1.C(=O)([O-])[O-].[K+].[K+]. The catalyst is C(#N)C. The product is [CH3:3][C@H:4]1[CH2:8][CH2:7][CH2:6][N:5]1[C@H:9]1[CH2:13][CH2:12][N:11]([C:15]2[CH:20]=[N:19][C:18]([N+:21]([O-:23])=[O:22])=[CH:17][CH:16]=2)[CH2:10]1. The yield is 0.170. (2) The reactants are C(O[CH:4](OCC)[CH2:5][NH:6][CH2:7][C:8]1[CH:13]=[CH:12][CH:11]=[C:10]([O:14][CH2:15][CH3:16])[C:9]=1[OH:17])C.[CH3:21][O:22][C:23]1[CH:24]=[C:25]([CH:28]=[C:29]([N+:33]([O-:35])=[O:34])[C:30]=1[O:31][CH3:32])[CH:26]=O.[ClH:36]. The catalyst is CCO. The product is [ClH:36].[CH3:21][O:22][C:23]1[CH:24]=[C:25]([CH:28]=[C:29]([N+:33]([O-:35])=[O:34])[C:30]=1[O:31][CH3:32])[CH2:26][C:4]1[C:13]2[C:8](=[C:9]([OH:17])[C:10]([O:14][CH2:15][CH3:16])=[CH:11][CH:12]=2)[CH:7]=[N:6][CH:5]=1. The yield is 0.520. (3) The reactants are Br[CH2:2][CH2:3][O:4][C:5]1[CH:14]=[CH:13][C:8]([C:9]([O:11][CH3:12])=[O:10])=[CH:7][CH:6]=1.C1C2[CH2:30][C@H:29]3[N:32]([CH2:34][CH2:35][C@@]45[C@H]3C=C[C@H](O)[C@@H]4OC(C=25)=C(O)C=1)C.[OH2:36]. The catalyst is CN(C=O)C. The product is [O:36]1[CH2:30][CH2:29][N:32]([CH2:2][CH2:3][O:4][C:5]2[CH:14]=[CH:13][C:8]([C:9]([O:11][CH3:12])=[O:10])=[CH:7][CH:6]=2)[CH2:34][CH2:35]1. The yield is 0.920. (4) The reactants are [CH3:1][N:2]1[CH2:7][CH2:6][N:5]([C:8]2[CH:13]=[CH:12][C:11]3[N:14]=[C:15]([C:17]4[CH:22]=[CH:21][C:20]5[NH:23][C:24]([NH:32][C:19]=5[CH:18]=4)=[C:25]4[CH:31]=[CH:30][C:28](=[O:29])[CH:27]=[CH:26]4)[NH:16][C:10]=3[CH:9]=2)[CH2:4][CH2:3]1.[CH:33]1(N=C=NC2CCCCC2)CCCC[CH2:34]1.C(O)(=O)CCC(O)=O. The catalyst is C(Cl)(Cl)Cl. The product is [CH3:33][CH2:34][O:29][C:28]1[CH:30]=[CH:31][C:25]([C:24]2[NH:32][C:19]3[CH:18]=[C:17]([C:15]4[NH:16][C:10]5[CH:9]=[C:8]([N:5]6[CH2:6][CH2:7][N:2]([CH3:1])[CH2:3][CH2:4]6)[CH:13]=[CH:12][C:11]=5[N:14]=4)[CH:22]=[CH:21][C:20]=3[N:23]=2)=[CH:26][CH:27]=1. The yield is 0.800. (5) The reactants are [CH3:1][N:2]([CH3:16])[CH2:3][CH2:4][C:5]1[C:13]2[C:8](=[CH:9][CH:10]=[C:11]([CH:14]=O)[CH:12]=2)[NH:7][CH:6]=1.[CH3:17]C(C)([O-])C.[K+]. The catalyst is C1COCC1.[Br-].C[P+](C1C=CC=CC=1)(C1C=CC=CC=1)C1C=CC=CC=1. The product is [CH3:1][N:2]([CH3:16])[CH2:3][CH2:4][C:5]1[C:13]2[C:8](=[CH:9][CH:10]=[C:11]([CH:14]=[CH2:17])[CH:12]=2)[NH:7][CH:6]=1. The yield is 0.880. (6) The reactants are [CH2:1]([C:5]1[N:6]=[C:7]([CH3:39])[N:8]([C:27]2[CH:32]=[CH:31][C:30]([O:33][C:34]([CH3:38])([CH3:37])[CH2:35][OH:36])=[CH:29][CH:28]=2)[C:9](=[O:26])[C:10]=1[CH2:11][C:12]1[CH:17]=[CH:16][C:15]([C:18]2[C:19]([C:24]#[N:25])=[CH:20][CH:21]=[CH:22][CH:23]=2)=[CH:14][CH:13]=1)[CH2:2][CH2:3][CH3:4].[N:40]1C(C)=CC=CC=1C.FC(F)(F)S(O[Si](C(C)(C)C)(C)C)(=O)=O.[C:63]([O:66]CC)(=[O:65])C. The catalyst is ClCCl. The product is [CH2:1]([C:5]1[N:6]=[C:7]([CH3:39])[N:8]([C:27]2[CH:28]=[CH:29][C:30]([O:33][C:34]([CH3:38])([CH3:37])[CH2:35][OH:36])=[CH:31][CH:32]=2)[C:9](=[O:26])[C:10]=1[CH2:11][C:12]1[CH:13]=[CH:14][C:15]([C:18]2[CH:23]=[CH:22][CH:21]=[CH:20][C:19]=2[C:24]2[NH:40][C:63](=[O:65])[O:66][N:25]=2)=[CH:16][CH:17]=1)[CH2:2][CH2:3][CH3:4]. The yield is 0.520. (7) The reactants are Cl[C:2]1[C:11]2[C:6](=[CH:7][CH:8]=[C:9]([O:12][CH3:13])[CH:10]=2)[N:5]=[C:4]([C:14]2[CH:22]=[CH:21][C:17]([C:18]([OH:20])=[O:19])=[CH:16][CH:15]=2)[C:3]=1[F:23]. The catalyst is CO.[Pd]. The product is [F:23][C:3]1[C:4]([C:14]2[CH:22]=[CH:21][C:17]([C:18]([OH:20])=[O:19])=[CH:16][CH:15]=2)=[N:5][C:6]2[C:11]([CH:2]=1)=[CH:10][C:9]([O:12][CH3:13])=[CH:8][CH:7]=2. The yield is 0.660. (8) The reactants are [Cl:1][C:2]1[CH:3]=[C:4]([C:12]2[O:16][N:15]=[C:14]([C:17]3[C:18]([CH3:34])=[C:19]4[C:24](=[CH:25][CH:26]=3)[CH2:23][N:22](C(OC(C)(C)C)=O)[CH2:21][CH2:20]4)[N:13]=2)[CH:5]=[N:6][C:7]=1[O:8][CH:9]([CH3:11])[CH3:10].FC(F)(F)C(O)=O. The catalyst is C(Cl)Cl. The product is [Cl:1][C:2]1[CH:3]=[C:4]([C:12]2[O:16][N:15]=[C:14]([C:17]3[C:18]([CH3:34])=[C:19]4[C:24](=[CH:25][CH:26]=3)[CH2:23][NH:22][CH2:21][CH2:20]4)[N:13]=2)[CH:5]=[N:6][C:7]=1[O:8][CH:9]([CH3:10])[CH3:11]. The yield is 0.870.